From a dataset of Full USPTO retrosynthesis dataset with 1.9M reactions from patents (1976-2016). Predict the reactants needed to synthesize the given product. (1) Given the product [CH2:31]([C:21]1([C:47]2[CH:14]=[CH:13][N:12]=[CH:15][CH:16]=2)[CH:22]=[CH:23][CH:24]=[C:19]([CH2:17][CH3:18])[CH:20]1[C:33]1[C:34](=[O:35])[N:7]2[CH2:8][CH2:9][O:3][CH2:4][CH2:5][N:6]2[C:37]=1[O:38][C:40](=[O:45])[C:41]([CH3:44])([CH3:43])[CH3:42])[CH3:32], predict the reactants needed to synthesize it. The reactants are: Br.Br.[O:3]1[CH2:9][CH2:8][NH:7][NH:6][CH2:5][CH2:4]1.C([N:12]([CH2:15][CH3:16])[CH2:13][CH3:14])C.[CH2:17]([C:19]1[CH:24]=[C:23](C2C=CC=CN=2)[CH:22]=[C:21]([CH2:31][CH3:32])[C:20]=1[CH:33]([C:37](N)=[O:38])[C:34](N)=[O:35])[CH3:18].[C:40](Cl)(=[O:45])[C:41]([CH3:44])([CH3:43])[CH3:42].[C:47]1(C)C(C)=CC=CC=1. (2) Given the product [C:1]([O:5][C:6]([N:8]1[C:12]2[CH:13]=[CH:14][C:15]([C:17]#[N:18])=[CH:16][C:11]=2[N:10]([CH:26]([C:25]([O:24][C:20]([CH3:23])([CH3:22])[CH3:21])=[O:30])[CH2:27][CH3:28])[C:9]1=[O:19])=[O:7])([CH3:4])([CH3:2])[CH3:3], predict the reactants needed to synthesize it. The reactants are: [C:1]([O:5][C:6]([N:8]1[C:12]2[CH:13]=[CH:14][C:15]([C:17]#[N:18])=[CH:16][C:11]=2[NH:10][C:9]1=[O:19])=[O:7])([CH3:4])([CH3:3])[CH3:2].[C:20]([O:24][C:25](=[O:30])[CH:26](Br)[CH2:27][CH3:28])([CH3:23])([CH3:22])[CH3:21]. (3) Given the product [CH2:18]([C:15]1[N:16]=[CH:17][C:10]2[CH:9]=[CH:8][C:5]3=[N:6][CH:7]=[C:2]([C:24]4[CH:23]=[N:22][N:21]([CH3:20])[CH:25]=4)[CH:3]=[C:4]3[C:12](=[O:13])[C:11]=2[CH:14]=1)[CH3:19], predict the reactants needed to synthesize it. The reactants are: Cl[C:2]1[CH:3]=[C:4]2[C:12](=[O:13])[C:11]3[CH:14]=[C:15]([CH2:18][CH3:19])[N:16]=[CH:17][C:10]=3[CH:9]=[CH:8][C:5]2=[N:6][CH:7]=1.[CH3:20][N:21]1[CH:25]=[C:24](B2OC(C)(C)C(C)(C)O2)[CH:23]=[N:22]1.F[B-](F)(F)F.C([PH+](C(C)(C)C)C(C)(C)C)(C)(C)C.[F-].[K+]. (4) Given the product [CH:10]1([CH2:9][NH:8][C:7]2[CH:6]=[C:5](/[CH:4]=[CH:3]/[CH2:2][NH:1][C:24](=[O:25])[O:23][C:20]([CH3:22])([CH3:21])[CH3:19])[CH:18]=[CH:17][CH:16]=2)[CH2:11][CH2:12][CH2:13][CH2:14][CH2:15]1, predict the reactants needed to synthesize it. The reactants are: [NH2:1][CH2:2][CH:3]=[CH:4][C:5]1[CH:6]=[C:7]([CH:16]=[CH:17][CH:18]=1)[NH:8][CH2:9][CH:10]1[CH2:15][CH2:14][CH2:13][CH2:12][CH2:11]1.[CH3:19][C:20]([O:23][C:24](O[C:24]([O:23][C:20]([CH3:22])([CH3:21])[CH3:19])=[O:25])=[O:25])([CH3:22])[CH3:21].